From a dataset of NCI-60 drug combinations with 297,098 pairs across 59 cell lines. Regression. Given two drug SMILES strings and cell line genomic features, predict the synergy score measuring deviation from expected non-interaction effect. Drug 1: C1CN1P(=S)(N2CC2)N3CC3. Drug 2: CCC1(C2=C(COC1=O)C(=O)N3CC4=CC5=C(C=CC(=C5CN(C)C)O)N=C4C3=C2)O.Cl. Cell line: NCI-H460. Synergy scores: CSS=80.1, Synergy_ZIP=3.87, Synergy_Bliss=1.76, Synergy_Loewe=-5.49, Synergy_HSA=5.16.